From a dataset of Catalyst prediction with 721,799 reactions and 888 catalyst types from USPTO. Predict which catalyst facilitates the given reaction. (1) Reactant: [CH3:1][O:2][C:3]1[CH:12]=[C:11]2[C:6]([C:7]([S:13][C:14]3[CH:19]=[CH:18][CH:17]=[CH:16][CH:15]=3)=[CH:8][CH:9]=[N:10]2)=[CH:5][CH:4]=1.C1C=C(Cl)C=C(C(OO)=[O:28])C=1.CO. Product: [CH3:1][O:2][C:3]1[CH:12]=[C:11]2[C:6]([C:7]([S:13]([C:14]3[CH:15]=[CH:16][CH:17]=[CH:18][CH:19]=3)=[O:28])=[CH:8][CH:9]=[N:10]2)=[CH:5][CH:4]=1. The catalyst class is: 2. (2) Reactant: C(O[C:4](=[O:21])[CH2:5][C:6]1[N:7]=[C:8]([NH:11][C:12](=[O:20])[C:13]2[CH:18]=[CH:17][C:16]([Cl:19])=[CH:15][CH:14]=2)[S:9][CH:10]=1)C.[C:22]([O:26][C:27]([N:29]1[CH2:34][CH2:33][NH:32][CH2:31][CH2:30]1)=[O:28])([CH3:25])([CH3:24])[CH3:23]. Product: [C:22]([O:26][C:27]([N:29]1[CH2:34][CH2:33][N:32]([C:4](=[O:21])[CH2:5][C:6]2[N:7]=[C:8]([NH:11][C:12](=[O:20])[C:13]3[CH:14]=[CH:15][C:16]([Cl:19])=[CH:17][CH:18]=3)[S:9][CH:10]=2)[CH2:31][CH2:30]1)=[O:28])([CH3:25])([CH3:23])[CH3:24]. The catalyst class is: 1.